Dataset: Catalyst prediction with 721,799 reactions and 888 catalyst types from USPTO. Task: Predict which catalyst facilitates the given reaction. (1) Reactant: Cl.Cl.[CH3:3][NH:4][CH2:5][CH:6]([C:8]1[NH:9][CH:10]=[CH:11][N:12]=1)[OH:7].C(N(CC)CC)C.[Cl:20][C:21]1[CH:43]=[CH:42][C:24]([CH2:25][NH:26][C:27]([C:29]2[C:30](=[O:41])[C:31]3[CH:38]=[C:37]([CH2:39]Cl)[S:36][C:32]=3[N:33]([CH3:35])[CH:34]=2)=[O:28])=[CH:23][CH:22]=1. Product: [Cl:20][C:21]1[CH:43]=[CH:42][C:24]([CH2:25][NH:26][C:27]([C:29]2[C:30](=[O:41])[C:31]3[CH:38]=[C:37]([CH2:39][N:4]([CH2:5][CH:6]([OH:7])[C:8]4[NH:9][CH:10]=[CH:11][N:12]=4)[CH3:3])[S:36][C:32]=3[N:33]([CH3:35])[CH:34]=2)=[O:28])=[CH:23][CH:22]=1. The catalyst class is: 3. (2) The catalyst class is: 59. Reactant: [F:1][C:2]([F:8])([F:7])[CH2:3][C:4](O)=[O:5].C(Cl)(=O)C(Cl)=O.[O:15]1[CH:19]=[CH:18][CH:17]=[C:16]1[C:20]1[N:25]=[C:24]([NH2:26])[CH:23]=[C:22]([N:27]2[CH:31]=[CH:30][CH:29]=[N:28]2)[N:21]=1.N1C=CC=CC=1. Product: [F:1][C:2]([F:8])([F:7])[CH2:3][C:4]([NH:26][C:24]1[CH:23]=[C:22]([N:27]2[CH:31]=[CH:30][CH:29]=[N:28]2)[N:21]=[C:20]([C:16]2[O:15][CH:19]=[CH:18][CH:17]=2)[N:25]=1)=[O:5]. (3) Reactant: Cl[C:2]1[C:11]([CH3:12])=[C:10]([Cl:13])[C:9]2[C:4](=[C:5]([Cl:15])[C:6]([F:14])=[CH:7][CH:8]=2)[N:3]=1.C([Sn](CCCC)(CCCC)[C:21]1[CH:26]=[CH:25][CH:24]=[CH:23][N:22]=1)CCC. Product: [Cl:13][C:10]1[C:9]2[C:4](=[C:5]([Cl:15])[C:6]([F:14])=[CH:7][CH:8]=2)[N:3]=[C:2]([C:21]2[CH:26]=[CH:25][CH:24]=[CH:23][N:22]=2)[C:11]=1[CH3:12]. The catalyst class is: 11.